From a dataset of Peptide-MHC class II binding affinity with 134,281 pairs from IEDB. Regression. Given a peptide amino acid sequence and an MHC pseudo amino acid sequence, predict their binding affinity value. This is MHC class II binding data. The peptide sequence is VVIEELFNRIPETSV. The MHC is HLA-DPA10201-DPB11401 with pseudo-sequence HLA-DPA10201-DPB11401. The binding affinity (normalized) is 0.132.